Task: Predict the product of the given reaction.. Dataset: Forward reaction prediction with 1.9M reactions from USPTO patents (1976-2016) (1) Given the reactants [CH2:1]([O:4][C:5]1[CH:6]=[C:7]([CH:12]=[CH:13][C:14]=1I)[C:8]([O:10][CH3:11])=[O:9])[CH:2]=[CH2:3].C([O-])([O-])=O.[Na+].[Na+].C([O-])=O.[Na+], predict the reaction product. The product is: [CH3:3][C:2]1[C:14]2[CH:13]=[CH:12][C:7]([C:8]([O:10][CH3:11])=[O:9])=[CH:6][C:5]=2[O:4][CH:1]=1. (2) Given the reactants N1C=CC=CC=1.S(=O)(=O)=O.[O:11]1[CH2:16][CH2:15][CH:14]([O:17][C:18](=[O:46])[NH:19][C:20]2([C:26]([NH:28][C@@H:29]([CH:43]([CH3:45])[CH3:44])[CH:30]([OH:42])[C:31]([NH:33][C@H:34]3[CH2:40][CH2:39][CH2:38][CH2:37][NH:36][C:35]3=[O:41])=[O:32])=[O:27])[CH2:25][CH2:24][CH2:23][CH2:22][CH2:21]2)[CH2:13][CH2:12]1.C(N(CC)C(C)C)(C)C, predict the reaction product. The product is: [O:11]1[CH2:16][CH2:15][CH:14]([O:17][C:18](=[O:46])[NH:19][C:20]2([C:26]([NH:28][C@@H:29]([CH:43]([CH3:44])[CH3:45])[C:30](=[O:42])[C:31]([NH:33][C@H:34]3[CH2:40][CH2:39][CH2:38][CH2:37][NH:36][C:35]3=[O:41])=[O:32])=[O:27])[CH2:21][CH2:22][CH2:23][CH2:24][CH2:25]2)[CH2:13][CH2:12]1. (3) Given the reactants C(O[C:4](=[O:21])[CH2:5][C:6]([CH:8]1[CH2:13][CH2:12][N:11]([C:14]([O:16][C:17]([CH3:20])([CH3:19])[CH3:18])=[O:15])[CH2:10][CH2:9]1)=O)C.[C:22]1([C:28]2[N:33]=[C:32]3[NH:34][N:35]=[C:36]([NH2:37])[C:31]3=[CH:30][CH:29]=2)[CH:27]=[CH:26][CH:25]=[CH:24][CH:23]=1.P([O-])([O-])([O-])=O.[K+].[K+].[K+], predict the reaction product. The product is: [O:21]=[C:4]1[CH:5]=[C:6]([CH:8]2[CH2:9][CH2:10][N:11]([C:14]([O:16][C:17]([CH3:18])([CH3:19])[CH3:20])=[O:15])[CH2:12][CH2:13]2)[N:35]2[N:34]=[C:32]3[N:33]=[C:28]([C:22]4[CH:27]=[CH:26][CH:25]=[CH:24][CH:23]=4)[CH:29]=[CH:30][C:31]3=[C:36]2[NH:37]1. (4) Given the reactants [Cl:1][C:2]1[CH:7]=[CH:6][C:5]([C:8]2[CH:9]=[C:10]([NH2:20])[CH:11]=[N:12][C:13]=2[O:14][CH2:15][C:16]([F:19])([F:18])[F:17])=[CH:4][CH:3]=1.[C:21](O)(=[O:25])[CH2:22][CH2:23][CH3:24], predict the reaction product. The product is: [Cl:1][C:2]1[CH:3]=[CH:4][C:5]([C:8]2[CH:9]=[C:10]([NH:20][C:21](=[O:25])[CH2:22][CH2:23][CH3:24])[CH:11]=[N:12][C:13]=2[O:14][CH2:15][C:16]([F:17])([F:18])[F:19])=[CH:6][CH:7]=1.